Task: Regression/Classification. Given a drug SMILES string, predict its absorption, distribution, metabolism, or excretion properties. Task type varies by dataset: regression for continuous measurements (e.g., permeability, clearance, half-life) or binary classification for categorical outcomes (e.g., BBB penetration, CYP inhibition). Dataset: hlm.. Dataset: Human liver microsome stability data (1) The drug is O=C(N[C@@H](Cc1c[nH]c2ccccc12)C(=O)Nc1ccncc1)c1ccccc1F. The result is 1 (stable in human liver microsomes). (2) The compound is CC(=O)O[C@H]1C[C@H]2[C@@H]([C@H](OC(C)=O)C[C@@H]3CC4(CC[C@@]32C)OOC2(CCC(C)CC2)OO4)[C@@H]2CC[C@H]([C@H](C)CCC(=O)NCCN(C)C)[C@@]12C. The result is 0 (unstable in human liver microsomes).